From a dataset of Full USPTO retrosynthesis dataset with 1.9M reactions from patents (1976-2016). Predict the reactants needed to synthesize the given product. (1) Given the product [NH2:8][C:3]1[C:2]([Br:1])=[C:6]([CH3:7])[N:5]([CH2:16][C:17]([N:19]2[CH2:20][CH2:21][N:22]([C:25]3[CH:30]=[CH:29][C:28]([F:31])=[CH:27][CH:26]=3)[CH2:23][CH2:24]2)=[O:18])[N:4]=1, predict the reactants needed to synthesize it. The reactants are: [Br:1][C:2]1[C:3]([NH2:8])=[N:4][NH:5][C:6]=1[CH3:7].C([O-])([O-])=O.[K+].[K+].Cl[CH2:16][C:17]([N:19]1[CH2:24][CH2:23][N:22]([C:25]2[CH:30]=[CH:29][C:28]([F:31])=[CH:27][CH:26]=2)[CH2:21][CH2:20]1)=[O:18].CN(C=O)C. (2) Given the product [CH3:1][N:2]1[C:6](=[O:7])[CH2:5][CH:4]([N:14]2[CH2:13][C:12]3[C:11](=[CH:18][CH:17]=[CH:16][CH:15]=3)[N:19]=[CH:20]2)[C:3]1=[O:8], predict the reactants needed to synthesize it. The reactants are: [CH3:1][N:2]1[C:6](=[O:7])[CH:5]=[CH:4][C:3]1=[O:8].NC[C:11]1[CH:18]=[CH:17][CH:16]=[CH:15][C:12]=1[CH2:13][NH2:14].[NH2:19][CH2:20]C1C=CC(F)=CC=1CN.